This data is from Catalyst prediction with 721,799 reactions and 888 catalyst types from USPTO. The task is: Predict which catalyst facilitates the given reaction. (1) Reactant: [CH2:1]([C:3]1[O:7][C:6]([CH2:8][N:9]2[C:14]3[CH:15]=[C:16]([C:18]4[CH:23]=[CH:22][CH:21]=[CH:20][CH:19]=4)[S:17][C:13]=3[C:12](=[O:24])[N:11]([CH:25]3[CH2:30][CH2:29][N:28](C(OC(C)(C)C)=O)[CH2:27][CH2:26]3)[C:10]2=[O:38])=[N:5][N:4]=1)[CH3:2].[ClH:39]. Product: [ClH:39].[CH2:1]([C:3]1[O:7][C:6]([CH2:8][N:9]2[C:14]3[CH:15]=[C:16]([C:18]4[CH:23]=[CH:22][CH:21]=[CH:20][CH:19]=4)[S:17][C:13]=3[C:12](=[O:24])[N:11]([CH:25]3[CH2:30][CH2:29][NH:28][CH2:27][CH2:26]3)[C:10]2=[O:38])=[N:5][N:4]=1)[CH3:2]. The catalyst class is: 135. (2) Reactant: [CH3:1][O:2][C:3](=[O:16])[C:4]1[CH:9]=[C:8]([O:10][CH3:11])[C:7]([N+:12]([O-])=O)=[CH:6][C:5]=1[F:15].OCC1(OC[C@@H](O)[C@@H](O)[C@H]1O)O. Product: [CH3:1][O:2][C:3](=[O:16])[C:4]1[CH:9]=[C:8]([O:10][CH3:11])[C:7]([NH2:12])=[CH:6][C:5]=1[F:15]. The catalyst class is: 63. (3) Reactant: [H-].[Na+].[N+:3]([CH2:5][C:6]([O:8][CH2:9][CH3:10])=[O:7])#[C-:4].O=[C:12]1[CH2:18][CH:17]2[N:19]([C:20]([O:22][CH2:23][C:24]3[CH:29]=[CH:28][CH:27]=[CH:26][CH:25]=3)=[O:21])[CH:14]([CH2:15][CH2:16]2)[CH2:13]1.C(Cl)(Cl)Cl.[O:34]1CCCC1. Product: [CH:4]([NH:3][C:5](=[C:12]1[CH2:13][CH:14]2[N:19]([C:20]([O:22][CH2:23][C:24]3[CH:25]=[CH:26][CH:27]=[CH:28][CH:29]=3)=[O:21])[CH:17]([CH2:16][CH2:15]2)[CH2:18]1)[C:6]([O:8][CH2:9][CH3:10])=[O:7])=[O:34]. The catalyst class is: 6.